From a dataset of Full USPTO retrosynthesis dataset with 1.9M reactions from patents (1976-2016). Predict the reactants needed to synthesize the given product. (1) Given the product [S:33]1[CH:34]=[C:30]([CH2:29][N:1]2[CH:5]=[C:4]([NH:6][C:7]([C:9]3[C:17]4[C:12](=[CH:13][C:14]([Br:18])=[CH:15][CH:16]=4)[N:11]([CH2:19][O:20][CH2:21][CH2:22][Si:23]([CH3:26])([CH3:25])[CH3:24])[N:10]=3)=[O:8])[CH:3]=[N:2]2)[N:31]=[CH:32]1, predict the reactants needed to synthesize it. The reactants are: [NH:1]1[CH:5]=[C:4]([NH:6][C:7]([C:9]2[C:17]3[C:12](=[CH:13][C:14]([Br:18])=[CH:15][CH:16]=3)[N:11]([CH2:19][O:20][CH2:21][CH2:22][Si:23]([CH3:26])([CH3:25])[CH3:24])[N:10]=2)=[O:8])[CH:3]=[N:2]1.Cl.Cl[CH2:29][C:30]1[N:31]=[CH:32][S:33][CH:34]=1.C(=O)([O-])[O-].[Cs+].[Cs+].[Cl-]. (2) Given the product [CH:5]([C:6]1[CH:7]=[C:8]([CH2:29][N:38]2[CH2:43][CH2:42][O:41][CH2:40][CH2:39]2)[CH:9]=[C:10]2[C:15]=1[N:14]=[CH:13][C:12]([C:23]([O:25][CH2:26][CH3:27])=[O:24])=[C:11]2[OH:28])=[O:4], predict the reactants needed to synthesize it. The reactants are: C([O:4][CH2:5][C:6]1[CH:7]=[C:8]([CH3:29])[CH:9]=[C:10]2[C:15]=1[N:14](C(OCC(C)C)=O)[CH:13]=[C:12]([C:23]([O:25][CH2:26][CH3:27])=[O:24])[C:11]2=[O:28])(=O)C.BrN1C(=O)CCC1=O.[NH:38]1[CH2:43][CH2:42][O:41][CH2:40][CH2:39]1.C(O)C. (3) The reactants are: [CH2:1]([O:3][C:4]([C:6]1[C:10]([CH:11]=[CH:12][C:13]2[CH:18]=[CH:17][CH:16]=[CH:15][CH:14]=2)=[CH:9][S:8][C:7]=1[NH2:19])=[O:5])[CH3:2].[C:20]([CH2:22][C:23](Cl)=[O:24])#[N:21]. Given the product [CH2:1]([O:3][C:4]([C:6]1[C:10]([CH:11]=[CH:12][C:13]2[CH:18]=[CH:17][CH:16]=[CH:15][CH:14]=2)=[CH:9][S:8][C:7]=1[NH:19][C:23](=[O:24])[CH2:22][C:20]#[N:21])=[O:5])[CH3:2], predict the reactants needed to synthesize it. (4) Given the product [O:1]=[C:2]1[N:6]([C:7]2[CH:12]=[CH:11][CH:10]=[C:9]([C:13]([F:15])([F:14])[F:16])[CH:8]=2)[N:5]=[C:4]([NH:17][C:18]2[CH:28]=[CH:27][C:21]([C:22]([OH:24])=[O:23])=[CH:20][CH:19]=2)[NH:3]1, predict the reactants needed to synthesize it. The reactants are: [O:1]=[C:2]1[N:6]([C:7]2[CH:12]=[CH:11][CH:10]=[C:9]([C:13]([F:16])([F:15])[F:14])[CH:8]=2)[N:5]=[C:4]([NH:17][C:18]2[CH:28]=[CH:27][C:21]([C:22]([O:24]CC)=[O:23])=[CH:20][CH:19]=2)[NH:3]1.[OH-].[Li+]. (5) Given the product [Cl:1][C:2]1[CH:30]=[CH:29][CH:28]=[C:27]([C:31]([F:34])([F:32])[F:33])[C:3]=1[C:4]([N:6]1[C:14]2[C:9](=[C:10]([CH:15]=[O:16])[CH:11]=[CH:12][CH:13]=2)[C:8]([C:17]2[CH:18]=[CH:19][C:20]([C:21]([OH:23])=[O:22])=[CH:25][CH:26]=2)=[N:7]1)=[O:5], predict the reactants needed to synthesize it. The reactants are: [Cl:1][C:2]1[CH:30]=[CH:29][CH:28]=[C:27]([C:31]([F:34])([F:33])[F:32])[C:3]=1[C:4]([N:6]1[C:14]2[C:9](=[C:10]([CH:15]=[O:16])[CH:11]=[CH:12][CH:13]=2)[C:8]([C:17]2[CH:26]=[CH:25][C:20]([C:21]([O:23]C)=[O:22])=[CH:19][CH:18]=2)=[N:7]1)=[O:5].[Li+].[OH-].Cl. (6) Given the product [Cl:8][C:6]1[CH:5]=[C:4]([CH2:9][CH2:10][C:11]([N:13]2[CH2:14][CH2:15][CH:16]([NH:19][C:20](=[O:29])[CH2:21][CH2:22][CH2:23][C:24]3[N:25]=[N:26][NH:27][CH:28]=3)[CH2:17][CH2:18]2)=[O:12])[CH:3]=[C:2]([Cl:1])[CH:7]=1, predict the reactants needed to synthesize it. The reactants are: [Cl:1][C:2]1[CH:3]=[C:4](/[CH:9]=[CH:10]/[C:11]([N:13]2[CH2:18][CH2:17][CH:16]([NH:19][C:20](=[O:29])[CH2:21][CH2:22][CH2:23][C:24]3[N:25]=[N:26][NH:27][CH:28]=3)[CH2:15][CH2:14]2)=[O:12])[CH:5]=[C:6]([Cl:8])[CH:7]=1. (7) Given the product [CH:1]1([CH2:6][C@H:7]([C@@H:11]([OH:20])[CH2:12][CH2:13][C:14]2[CH:19]=[CH:18][CH:17]=[CH:16][CH:15]=2)[C:8]([NH:32][CH:33]2[N:39]=[C:38]([C:40]3[CH:45]=[CH:44][CH:43]=[CH:42][CH:41]=3)[C:37]3[CH:46]=[CH:47][CH:48]=[CH:49][C:36]=3[N:35]([CH3:50])[C:34]2=[O:51])=[O:10])[CH2:2][CH2:3][CH2:4][CH2:5]1, predict the reactants needed to synthesize it. The reactants are: [CH:1]1([CH2:6][C@H:7]([C@@H:11]([OH:20])[CH2:12][CH2:13][C:14]2[CH:19]=[CH:18][CH:17]=[CH:16][CH:15]=2)[C:8]([OH:10])=O)[CH2:5][CH2:4][CH2:3][CH2:2]1.C1(C)C=CC(S(O)(=O)=O)=CC=1.[NH2:32][CH:33]1[N:39]=[C:38]([C:40]2[CH:45]=[CH:44][CH:43]=[CH:42][CH:41]=2)[C:37]2[CH:46]=[CH:47][CH:48]=[CH:49][C:36]=2[N:35]([CH3:50])[C:34]1=[O:51].O.ON1C2C=CC=CC=2N=N1.C(N(CC)CC)C. (8) The reactants are: [CH2:1]([O:4][C:5]1[CH:10]=[C:9]([Cl:11])[C:8]([CH2:12][C:13]2[CH:18]=[CH:17][C:16]([O:19][CH2:20][CH3:21])=[CH:15][CH:14]=2)=[CH:7][C:6]=1[C@@H:22]1[O:27][C@H:26]([CH2:28][O:29][CH2:30][CH2:31][CH2:32][CH2:33][CH2:34][O:35][Si](C(C)(C)C)(C2C=CC=CC=2)C2C=CC=CC=2)[C@@H:25]([O:53][CH2:54][C:55]2[CH:60]=[CH:59][CH:58]=[CH:57][CH:56]=2)[C@H:24]([O:61][CH2:62][C:63]2[CH:68]=[CH:67][CH:66]=[CH:65][CH:64]=2)[C@H:23]1[O:69][CH2:70][C:71]1[CH:76]=[CH:75][CH:74]=[CH:73][CH:72]=1)[CH:2]=[CH2:3].[F-].C([N+](CCCC)(CCCC)CCCC)CCC. Given the product [CH2:1]([O:4][C:5]1[CH:10]=[C:9]([Cl:11])[C:8]([CH2:12][C:13]2[CH:14]=[CH:15][C:16]([O:19][CH2:20][CH3:21])=[CH:17][CH:18]=2)=[CH:7][C:6]=1[C@@H:22]1[O:27][C@H:26]([CH2:28][O:29][CH2:30][CH2:31][CH2:32][CH2:33][CH2:34][OH:35])[C@@H:25]([O:53][CH2:54][C:55]2[CH:56]=[CH:57][CH:58]=[CH:59][CH:60]=2)[C@H:24]([O:61][CH2:62][C:63]2[CH:68]=[CH:67][CH:66]=[CH:65][CH:64]=2)[C@H:23]1[O:69][CH2:70][C:71]1[CH:76]=[CH:75][CH:74]=[CH:73][CH:72]=1)[CH:2]=[CH2:3], predict the reactants needed to synthesize it. (9) Given the product [CH2:13]1[CH:21]2[CH:16]([CH:17]3[CH2:22][CH:20]2[CH2:19][CH:18]3[N:28]2[C:24](=[O:34])[C:25]3[C:26](=[CH:30][CH:31]=[CH:32][CH:33]=3)[C:27]2=[O:29])[CH2:15][CH2:14]1, predict the reactants needed to synthesize it. The reactants are: N(C(OCC)=O)=NC(OCC)=O.[CH2:13]1[CH:21]2[CH:16]([CH:17]3[CH2:22][CH:20]2[CH2:19][CH:18]3O)[CH2:15][CH2:14]1.[C:24]1(=[O:34])[NH:28][C:27](=[O:29])[C:26]2=[CH:30][CH:31]=[CH:32][CH:33]=[C:25]12.C1(P(C2C=CC=CC=2)C2C=CC=CC=2)C=CC=CC=1.